Predict the product of the given reaction. From a dataset of Forward reaction prediction with 1.9M reactions from USPTO patents (1976-2016). Given the reactants [Si:1]([O:8][CH2:9][C@H:10]1[O:18][C@H:17]2[C@H:13]([N:14]=[C:15]([N:19]([CH3:21])[CH3:20])[S:16]2)[C@@H:12]([OH:22])[C@@H:11]1[OH:23])([C:4]([CH3:7])([CH3:6])[CH3:5])([CH3:3])[CH3:2].[H-].[Na+].[CH:26]1[CH:31]=[CH:30][C:29]([CH2:32]Br)=[CH:28][CH:27]=1, predict the reaction product. The product is: [CH3:9][OH:8].[CH2:32]([O:23][C@@H:11]1[C@@H:10]([CH2:9][O:8][Si:1]([C:4]([CH3:7])([CH3:5])[CH3:6])([CH3:3])[CH3:2])[O:18][C@H:17]2[C@H:13]([N:14]=[C:15]([N:19]([CH3:20])[CH3:21])[S:16]2)[C@H:12]1[O:22][CH2:32][C:29]1[CH:30]=[CH:31][CH:26]=[CH:27][CH:28]=1)[C:29]1[CH:30]=[CH:31][CH:26]=[CH:27][CH:28]=1.